From a dataset of Full USPTO retrosynthesis dataset with 1.9M reactions from patents (1976-2016). Predict the reactants needed to synthesize the given product. (1) Given the product [Br:1][C:2]1[CH:3]=[C:4]2[C:9](=[C:10]([O:12][CH3:13])[CH:11]=1)[N:8]=[C:7]([Cl:14])[N:6]=[C:5]2[N:25]1[CH2:30][CH2:29][O:28][CH2:27][CH2:26]1, predict the reactants needed to synthesize it. The reactants are: [Br:1][C:2]1[CH:3]=[C:4]2[C:9](=[C:10]([O:12][CH3:13])[CH:11]=1)[N:8]=[C:7]([Cl:14])[N:6]=[C:5]2Cl.C(N(C(C)C)CC)(C)C.[NH:25]1[CH2:30][CH2:29][O:28][CH2:27][CH2:26]1. (2) Given the product [N:10]([N:2]([CH3:1])[C:3]1[C:4]([CH3:9])=[CH:5][CH:6]=[CH:7][CH:8]=1)=[O:11], predict the reactants needed to synthesize it. The reactants are: [CH3:1][NH:2][C:3]1[C:4]([CH3:9])=[CH:5][CH:6]=[CH:7][CH:8]=1.[N:10]([O-])=[O:11].[Na+]. (3) Given the product [F:14][CH:15]([F:25])[O:16][C:17]1[CH:22]=[CH:21][C:20]([C:23]#[C:24][C:9]2[CH:10]=[CH:11][CH:12]=[C:7]([CH:2]([F:1])[CH2:3][CH2:4][CH:5]=[CH2:6])[CH:8]=2)=[CH:19][CH:18]=1, predict the reactants needed to synthesize it. The reactants are: [F:1][CH:2]([C:7]1[CH:12]=[CH:11][CH:10]=[C:9](I)[CH:8]=1)[CH2:3][CH2:4][CH:5]=[CH2:6].[F:14][CH:15]([F:25])[O:16][C:17]1[CH:22]=[CH:21][C:20]([C:23]#[CH:24])=[CH:19][CH:18]=1. (4) Given the product [CH3:1][NH:2][C@H:10]1[CH2:11][CH2:12][C@@H:13]([N:16]2[CH2:20][CH2:19][CH2:18][CH2:17]2)[CH2:14][CH2:15]1, predict the reactants needed to synthesize it. The reactants are: [CH3:1][N:2]([C@H:10]1[CH2:15][CH2:14][C@@H:13]([N:16]2[CH2:20][CH2:19][CH2:18][CH2:17]2)[CH2:12][CH2:11]1)C(=O)OC(C)(C)C.FC(F)(F)C(O)=O. (5) Given the product [CH3:30][O:29][C:27](=[O:28])[C:26]1[CH:31]=[CH:32][C:23]([N:16]2[CH:17]=[C:13]([C:12]3[C:8]([C:4]4[CH:5]=[CH:6][CH:7]=[C:2]([F:1])[CH:3]=4)=[N:9][O:10][C:11]=3[C:18]([F:21])([F:19])[F:20])[N:14]=[CH:15]2)=[N:24][CH:25]=1, predict the reactants needed to synthesize it. The reactants are: [F:1][C:2]1[CH:3]=[C:4]([C:8]2[C:12]([C:13]3[N:14]=[CH:15][NH:16][CH:17]=3)=[C:11]([C:18]([F:21])([F:20])[F:19])[O:10][N:9]=2)[CH:5]=[CH:6][CH:7]=1.Cl[C:23]1[CH:32]=[CH:31][C:26]([C:27]([O:29][CH3:30])=[O:28])=[CH:25][N:24]=1. (6) Given the product [OH:31][CH2:30][CH2:29][N:18]1[C:19]2[C:24](=[CH:23][C:22]([C:25]([F:28])([F:27])[F:26])=[CH:21][CH:20]=2)[C:16]([NH:15][CH2:14][C:13]([NH:12][CH:10]2[CH2:11][N:8]([CH:37]3[CH2:38][CH2:39][C:34]([OH:33])([C:41]4[CH:42]=[N:43][C:44]([CH3:47])=[CH:45][CH:46]=4)[CH2:35][CH2:36]3)[CH2:9]2)=[O:32])=[N:17]1, predict the reactants needed to synthesize it. The reactants are: OC(C(F)(F)F)=O.[NH:8]1[CH2:11][CH:10]([NH:12][C:13](=[O:32])[CH2:14][NH:15][C:16]2[C:24]3[C:19](=[CH:20][CH:21]=[C:22]([C:25]([F:28])([F:27])[F:26])[CH:23]=3)[N:18]([CH2:29][CH2:30][OH:31])[N:17]=2)[CH2:9]1.[OH:33][C:34]1([C:41]2[CH:42]=[N:43][C:44]([CH3:47])=[CH:45][CH:46]=2)[CH2:39][CH2:38][C:37](=O)[CH2:36][CH2:35]1. (7) Given the product [N:24]([CH2:9][C@@H:6]1[CH2:5][CH2:4][C@H:3]2[CH2:8][C@@H:7]1[C:2]2([CH3:11])[CH3:1])=[N+:25]=[N-:26], predict the reactants needed to synthesize it. The reactants are: [CH3:1][C:2]1([CH3:11])[C@H:7]2[CH2:8][C@@H:3]1[CH2:4][CH2:5][C@H:6]2[CH2:9]O.C(N(CC)CC)C.CS(Cl)(=O)=O.[N-:24]=[N+:25]=[N-:26].[Na+].